From a dataset of Full USPTO retrosynthesis dataset with 1.9M reactions from patents (1976-2016). Predict the reactants needed to synthesize the given product. (1) Given the product [CH:1]1([C:7]([C:9]2[C:10]3[CH:17]=[CH:16][N:15]([Si:18]([CH:22]([CH3:24])[CH3:23])([CH:25]([CH3:27])[CH3:26])[CH:19]([CH3:20])[CH3:21])[C:11]=3[N:12]=[CH:13][N:14]=2)=[O:8])[CH2:2][CH2:3][CH2:4][CH2:5][CH2:6]1, predict the reactants needed to synthesize it. The reactants are: [CH:1]1([CH:7]([C:9]2[C:10]3[CH:17]=[CH:16][N:15]([Si:18]([CH:25]([CH3:27])[CH3:26])([CH:22]([CH3:24])[CH3:23])[CH:19]([CH3:21])[CH3:20])[C:11]=3[N:12]=[CH:13][N:14]=2)[OH:8])[CH2:6][CH2:5][CH2:4][CH2:3][CH2:2]1.CC(OI1(OC(C)=O)(OC(C)=O)OC(=O)C2C1=CC=CC=2)=O.C(=O)([O-])O.[Na+].S([O-])([O-])(=O)=S.[Na+].[Na+]. (2) Given the product [C:1]([O:5][C:6](=[O:30])[N:7]([CH:9]([C:11](=[O:29])[NH:12][C:13]1[N:14]=[C:15]2[N:20]([CH2:21][C:22]3[CH:23]=[CH:24][C:25]([Cl:28])=[CH:26][CH:27]=3)[C:33](=[O:34])[NH:19][C:16]2=[CH:17][CH:18]=1)[CH3:10])[CH3:8])([CH3:2])([CH3:3])[CH3:4], predict the reactants needed to synthesize it. The reactants are: [C:1]([O:5][C:6](=[O:30])[N:7]([CH:9]([C:11](=[O:29])[NH:12][C:13]1[CH:18]=[CH:17][C:16]([NH2:19])=[C:15]([NH:20][CH2:21][C:22]2[CH:27]=[CH:26][C:25]([Cl:28])=[CH:24][CH:23]=2)[N:14]=1)[CH3:10])[CH3:8])([CH3:4])([CH3:3])[CH3:2].C1C[O:34][CH2:33]C1. (3) Given the product [CH2:2]([O:3][C:4]([C:5]1[N:6]=[C:14]([OH:15])[C:13]2[C:8]([C:7]=1[OH:25])=[CH:9][CH:10]=[C:11]([O:16][CH:17]1[CH2:18][CH2:19][CH2:20][CH2:21][CH2:22]1)[CH:12]=2)=[O:26])[CH2:27][CH2:28][CH3:29], predict the reactants needed to synthesize it. The reactants are: [Na].[CH3:2][O:3][C:4](=[O:26])[CH2:5][N:6]1[C:14](=[O:15])[C:13]2[C:8](=[CH:9][CH:10]=[C:11]([O:16][C:17]3[C:22](C)=[CH:21][CH:20]=[CH:19][C:18]=3C)[CH:12]=2)[C:7]1=[O:25].[CH2:27](O)[CH2:28][CH2:29]C. (4) Given the product [Br:1][C:2]1[CH:3]=[CH:4][C:5]2[O:9][C:8](=[O:10])[N:7]([CH3:12])[C:6]=2[CH:11]=1, predict the reactants needed to synthesize it. The reactants are: [Br:1][C:2]1[CH:3]=[CH:4][C:5]2[O:9][C:8](=[O:10])[NH:7][C:6]=2[CH:11]=1.[C:12](=O)([O-])[O-].[K+].[K+].CI.O. (5) Given the product [CH3:27][C:17]1[CH:22]=[CH:21][C:20]([S:23]([O:1][CH2:2][C:3]#[C:4][C:5]#[C:6][CH2:7][O:8][CH2:9][C:10]([O:12][C:13]([CH3:16])([CH3:15])[CH3:14])=[O:11])(=[O:25])=[O:24])=[CH:19][CH:18]=1, predict the reactants needed to synthesize it. The reactants are: [OH:1][CH2:2][C:3]#[C:4][C:5]#[C:6][CH2:7][O:8][CH2:9][C:10]([O:12][C:13]([CH3:16])([CH3:15])[CH3:14])=[O:11].[C:17]1([CH3:27])[CH:22]=[CH:21][C:20]([S:23](Cl)(=[O:25])=[O:24])=[CH:19][CH:18]=1.[OH-].[K+]. (6) Given the product [OH:11][C:5]1[CH:4]=[CH:3][C:2]([C:18]2[CH:19]=[CH:20][C:15]([N+:12]([O-:14])=[O:13])=[CH:16][CH:17]=2)=[CH:10][C:6]=1[C:7]([OH:9])=[O:8], predict the reactants needed to synthesize it. The reactants are: Br[C:2]1[CH:10]=[C:6]([C:7]([OH:9])=[O:8])[C:5]([OH:11])=[CH:4][CH:3]=1.[N+:12]([C:15]1[CH:20]=[CH:19][C:18](B(O)O)=[CH:17][CH:16]=1)([O-:14])=[O:13]. (7) Given the product [CH:1]([C:4]1[CH:5]=[CH:6][C:7]([CH:10]=[C:11]([CH3:17])[CH2:12][OH:13])=[CH:8][CH:9]=1)([CH3:3])[CH3:2], predict the reactants needed to synthesize it. The reactants are: [CH:1]([C:4]1[CH:9]=[CH:8][C:7]([CH:10]=[C:11]([CH3:17])[C:12](OCC)=[O:13])=[CH:6][CH:5]=1)([CH3:3])[CH3:2].[Cl-].[Ce+3].[Cl-].[Cl-].[H-].[Al+3].[Li+].[H-].[H-].[H-].O. (8) Given the product [CH3:1][O:2][C:3]1[CH:12]=[C:11]([B:13]([OH:14])[OH:17])[CH:10]=[CH:9][C:4]=1[C:5]([O:7][CH3:8])=[O:6], predict the reactants needed to synthesize it. The reactants are: [CH3:1][O:2][C:3]1[CH:12]=[C:11]([B:13]2[O:17]C(C)(C)C(C)(C)[O:14]2)[CH:10]=[CH:9][C:4]=1[C:5]([O:7][CH3:8])=[O:6].C([O-])(=O)C.[NH4+].I([O-])(=O)(=O)=O.[Na+]. (9) Given the product [Br:1][C:2]1[CH:9]=[CH:8][C:5]([N:6]([CH3:7])[S:16]([C:10]2[CH:15]=[CH:14][CH:13]=[CH:12][CH:11]=2)(=[O:18])=[O:17])=[CH:4][CH:3]=1, predict the reactants needed to synthesize it. The reactants are: [Br:1][C:2]1[CH:9]=[CH:8][C:5]([NH:6][CH3:7])=[CH:4][CH:3]=1.[C:10]1([S:16](Cl)(=[O:18])=[O:17])[CH:15]=[CH:14][CH:13]=[CH:12][CH:11]=1. (10) Given the product [C:44]1([C:37]2[O:38][C:39]([C:40]([F:41])([F:42])[F:43])=[C:35]([C:33]([NH:32][C:29]3[CH:30]=[CH:31][C:26]([N:22]4[CH2:23][CH2:24][CH2:25][N:19]([C:17]([CH:14]5[CH2:13][CH2:12][CH:11]([C:9]([OH:10])=[O:8])[CH2:16][CH2:15]5)=[O:18])[CH2:20][CH2:21]4)=[CH:27][CH:28]=3)=[O:34])[N:36]=2)[CH:49]=[CH:48][CH:47]=[CH:46][CH:45]=1, predict the reactants needed to synthesize it. The reactants are: C([O:8][C:9]([C@H:11]1[CH2:16][CH2:15][C@@H:14]([C:17]([N:19]2[CH2:25][CH2:24][CH2:23][N:22]([C:26]3[CH:31]=[CH:30][C:29]([NH:32][C:33]([C:35]4[N:36]=[C:37]([C:44]5[CH:49]=[CH:48][CH:47]=[CH:46][CH:45]=5)[O:38][C:39]=4[C:40]([F:43])([F:42])[F:41])=[O:34])=[CH:28][CH:27]=3)[CH2:21][CH2:20]2)=[O:18])[CH2:13][CH2:12]1)=[O:10])C1C=CC=CC=1.